From a dataset of Reaction yield outcomes from USPTO patents with 853,638 reactions. Predict the reaction yield, written as a fraction of the theoretical maximum amount of product (1.0 means a 100% yield; for example, 0.34 means a 34% yield). The reactants are [Cl:1][C:2]1[CH:7]=[CH:6][CH:5]=[C:4]([Cl:8])[C:3]=1[S:9][CH2:10][C:11]1[C:15]([C:16](OC)=[O:17])=[C:14]([CH:20]([CH3:22])[CH3:21])[O:13][N:12]=1.[H-].C([Al+]CC(C)C)C(C)C.C1(C)C=CC=CC=1.[C@H](O)(C([O-])=O)[C@@H](O)C([O-])=O.[Na+].[K+]. The catalyst is O1CCCC1.C(OCC)(=O)C.CO. The product is [Cl:8][C:4]1[CH:5]=[CH:6][CH:7]=[C:2]([Cl:1])[C:3]=1[S:9][CH2:10][C:11]1[C:15]([CH2:16][OH:17])=[C:14]([CH:20]([CH3:22])[CH3:21])[O:13][N:12]=1. The yield is 0.930.